Task: Regression. Given a peptide amino acid sequence and an MHC pseudo amino acid sequence, predict their binding affinity value. This is MHC class I binding data.. Dataset: Peptide-MHC class I binding affinity with 185,985 pairs from IEDB/IMGT The peptide sequence is ERSDKSYEH. The MHC is HLA-A03:01 with pseudo-sequence HLA-A03:01. The binding affinity (normalized) is 0.0847.